From a dataset of Reaction yield outcomes from USPTO patents with 853,638 reactions. Predict the reaction yield, written as a fraction of the theoretical maximum amount of product (1.0 means a 100% yield; for example, 0.34 means a 34% yield). The catalyst is CCOCC. The yield is 0.690. The product is [F:8][C:7]1[C:2]([N:1]=[CH:19][N:20]([CH3:23])[CH3:21])=[N:3][C:4](=[O:18])[N:5]([S:9]([C:12]2[N:13]=[CH:14][N:15]([CH3:17])[CH:16]=2)(=[O:11])=[O:10])[CH:6]=1. The reactants are [NH2:1][C:2]1[C:7]([F:8])=[CH:6][N:5]([S:9]([C:12]2[N:13]=[CH:14][N:15]([CH3:17])[CH:16]=2)(=[O:11])=[O:10])[C:4](=[O:18])[N:3]=1.[CH3:19][N:20]([CH3:23])[CH:21]=O.COC(OC)N(C)C.